From a dataset of Catalyst prediction with 721,799 reactions and 888 catalyst types from USPTO. Predict which catalyst facilitates the given reaction. (1) Reactant: [F:1][C:2]1[CH:7]=[CH:6][C:5]([N:8]2[CH2:13][CH2:12][N:11]([S:14]([C:17]3[S:21][C:20]([C:22](O)=[O:23])=[CH:19][CH:18]=3)(=[O:16])=[O:15])[C@H:10]([CH3:25])[CH2:9]2)=[C:4]([C:26]([F:29])([F:28])[F:27])[CH:3]=1.C(Cl)(C(Cl)=O)=O.[CH3:36][N:37](C=O)[CH3:38]. Product: [F:1][C:2]1[CH:7]=[CH:6][C:5]([N:8]2[CH2:13][CH2:12][N:11]([S:14]([C:17]3[S:21][C:20]([C:22]([N:37]([CH3:38])[CH3:36])=[O:23])=[CH:19][CH:18]=3)(=[O:15])=[O:16])[C@H:10]([CH3:25])[CH2:9]2)=[C:4]([C:26]([F:29])([F:28])[F:27])[CH:3]=1. The catalyst class is: 2. (2) Reactant: O.[CH3:2][C:3]([O:8]/[N:9]=[C:10](\[C:17]([NH:19][C@@H:20]1[C:23](=[O:24])[N:22]2[C:25]([C:44]([OH:46])=[O:45])=[C:26]([CH2:29][N+:30]3[N:34]([CH3:35])[C:33]([NH2:36])=[C:32]([NH:37][C:38]([NH:40][CH2:41][CH2:42][NH2:43])=[O:39])[CH:31]=3)[CH2:27][S:28][C@H:21]12)=[O:18])/[C:11]1[N:12]=[C:13]([NH2:16])[S:14][N:15]=1)([C:5]([O-:7])=[O:6])[CH3:4].[S:47](=[O:51])(=[O:50])([OH:49])[OH:48]. Product: [CH3:4][C:3]([O:8]/[N:9]=[C:10](\[C:17]([NH:19][C@@H:20]1[C:23](=[O:24])[N:22]2[C:25]([C:44]([OH:46])=[O:45])=[C:26]([CH2:29][N+:30]3[N:34]([CH3:35])[C:33]([NH2:36])=[C:32]([NH:37][C:38]([NH:40][CH2:41][CH2:42][NH2:43])=[O:39])[CH:31]=3)[CH2:27][S:28][C@H:21]12)=[O:18])/[C:11]1[N:12]=[C:13]([NH2:16])[S:14][N:15]=1)([C:5]([O-:7])=[O:6])[CH3:2].[OH:50][S:47]([OH:51])(=[O:49])=[O:48]. The catalyst class is: 32. (3) Reactant: [Cl:1][C:2]1[CH:3]=[C:4]([CH:35]=[CH:36][C:37]=1[Cl:38])[CH2:5][C:6]1[C:7](=[O:34])[NH:8][C:9]([CH2:16][C:17]2[N:21]([CH2:22][C:23]3[CH:28]=[CH:27][C:26]([O:29][CH3:30])=[CH:25][C:24]=3[O:31][CH3:32])[C:20](=[O:33])[NH:19][N:18]=2)=[N:10][C:11]=1[C:12]([F:15])([F:14])[F:13].[CH3:39]C(C)([O-])C.[K+].IC. Product: [Cl:1][C:2]1[CH:3]=[C:4]([CH:35]=[CH:36][C:37]=1[Cl:38])[CH2:5][C:6]1[C:7](=[O:34])[NH:8][C:9]([CH2:16][C:17]2[N:21]([CH2:22][C:23]3[CH:28]=[CH:27][C:26]([O:29][CH3:30])=[CH:25][C:24]=3[O:31][CH3:32])[C:20](=[O:33])[N:19]([CH3:39])[N:18]=2)=[N:10][C:11]=1[C:12]([F:15])([F:13])[F:14]. The catalyst class is: 9. (4) Reactant: OCC(C)(C)CCCOCCCCC(C)(C)CO.[CH3:19][C:20]([CH3:50])([CH2:42][O:43]C1CCCCO1)[CH2:21][CH2:22][CH2:23][CH2:24][O:25][CH2:26][CH2:27][CH2:28][CH2:29][CH2:30][C:31]([CH3:41])([CH3:40])[CH2:32][O:33]C1CCCCO1.Cl. Product: [OH:43][CH2:42][C:20]([CH3:50])([CH3:19])[CH2:21][CH2:22][CH2:23][CH2:24][O:25][CH2:26][CH2:27][CH2:28][CH2:29][CH2:30][C:31]([CH3:41])([CH3:40])[CH2:32][OH:33]. The catalyst class is: 5. (5) Reactant: [Cl:1][C:2]1[CH:7]=[CH:6][CH:5]=[CH:4][C:3]=1[C:8]1[C:9]([C:18]2[CH:23]=[CH:22][C:21]([Cl:24])=[CH:20][CH:19]=2)=[CH:10][C:11]2[N:12]([C:14](=[O:17])[NH:15][N:16]=2)[N:13]=1.[F:25][C:26]([F:31])([F:30])[CH2:27][CH2:28]I.C([O-])([O-])=O.[K+].[K+]. The catalyst class is: 618. Product: [Cl:1][C:2]1[CH:7]=[CH:6][CH:5]=[CH:4][C:3]=1[C:8]1[C:9]([C:18]2[CH:19]=[CH:20][C:21]([Cl:24])=[CH:22][CH:23]=2)=[CH:10][C:11]2[N:12]([C:14](=[O:17])[N:15]([CH2:28][CH2:27][C:26]([F:31])([F:30])[F:25])[N:16]=2)[N:13]=1. (6) Reactant: C([O:4][CH2:5]/[CH:6]=[C:7](\[CH3:15])/[CH2:8][C:9]1[CH2:14][CH2:13][CH2:12][CH2:11][CH:10]=1)(=O)C.[OH-].[Na+]. Product: [C:9]1([CH2:8]/[C:7](/[CH3:15])=[CH:6]/[CH2:5][OH:4])[CH2:14][CH2:13][CH2:12][CH2:11][CH:10]=1. The catalyst class is: 6. (7) Reactant: [Cl:1][C:2]1[CH:7]=[CH:6][C:5]([N:8]2[CH2:13][CH2:12][NH:11][CH2:10][CH2:9]2)=[CH:4][C:3]=1[O:14][CH3:15].CCN(CC)CC.[Cl:23][CH2:24][C:25](Cl)=[O:26].C(Cl)Cl. Product: [Cl:23][CH2:24][C:25]([N:11]1[CH2:10][CH2:9][N:8]([C:5]2[CH:6]=[CH:7][C:2]([Cl:1])=[C:3]([O:14][CH3:15])[CH:4]=2)[CH2:13][CH2:12]1)=[O:26]. The catalyst class is: 195.